The task is: Predict the product of the given reaction.. This data is from Forward reaction prediction with 1.9M reactions from USPTO patents (1976-2016). (1) Given the reactants [CH3:1][C:2]1[CH:7]=[CH:6][N:5]=[CH:4][C:3]=1[C:8]1[CH:9]=[C:10]2[C:15](=[N:16][CH:17]=1)[NH:14][CH2:13][CH2:12][CH2:11]2.[C:18]([N:26]=C=O)(=[O:25])C1C=CC=CC=1.C([O-])([O-])=O.[K+].[K+], predict the reaction product. The product is: [CH3:1][C:2]1[CH:7]=[CH:6][N:5]=[CH:4][C:3]=1[C:8]1[CH:9]=[C:10]2[C:15](=[N:16][CH:17]=1)[N:14]([C:18]([NH2:26])=[O:25])[CH2:13][CH2:12][CH2:11]2. (2) The product is: [O:1]1[CH2:2][CH:3]=[C:4]([C:7]2[C:8]3[N:9]([N:13]=[C:14]([NH:16][C:18]4[CH:23]=[CH:22][C:21]([N:24]5[CH:28]=[C:27]([CH3:29])[N:26]=[CH:25]5)=[C:20]([O:30][CH3:31])[CH:19]=4)[N:15]=3)[CH:10]=[CH:11][CH:12]=2)[CH2:5][CH2:6]1. Given the reactants [O:1]1[CH2:6][CH:5]=[C:4]([C:7]2[C:8]3[N:9]([N:13]=[C:14]([NH2:16])[N:15]=3)[CH:10]=[CH:11][CH:12]=2)[CH2:3][CH2:2]1.Br[C:18]1[CH:23]=[CH:22][C:21]([N:24]2[CH:28]=[C:27]([CH3:29])[N:26]=[CH:25]2)=[C:20]([O:30][CH3:31])[CH:19]=1.C(Cl)Cl, predict the reaction product.